From a dataset of Forward reaction prediction with 1.9M reactions from USPTO patents (1976-2016). Predict the product of the given reaction. (1) The product is: [CH3:7][CH2:2][CH2:3][CH:4]([CH3:8])[CH3:5].[Cl:1][C:2]1[CH:3]=[C:4]([CH2:8][C:9]2[S:13][CH:12]=[C:11]([C:14]([O:16][CH3:17])=[O:15])[C:10]=2[O:18][CH2:26][CH2:27][O:28][Si:29]([C:32]([CH3:35])([CH3:34])[CH3:33])([CH3:31])[CH3:30])[CH:5]=[CH:6][CH:7]=1. Given the reactants [Cl:1][C:2]1[CH:3]=[C:4]([CH2:8][C:9]2[S:13][CH:12]=[C:11]([C:14]([O:16][CH3:17])=[O:15])[C:10]=2[OH:18])[CH:5]=[CH:6][CH:7]=1.C(=O)([O-])[O-].[K+].[K+].Br[CH2:26][CH2:27][O:28][Si:29]([C:32]([CH3:35])([CH3:34])[CH3:33])([CH3:31])[CH3:30], predict the reaction product. (2) Given the reactants [F:1][C:2]([F:11])([F:10])[C:3]1[CH:9]=[CH:8][C:6]([NH2:7])=[CH:5][CH:4]=1.O=[C:13]1[CH2:18][CH2:17][N:16]([C@H:19]([CH3:23])[CH2:20][C:21]#[N:22])[CH2:15][CH2:14]1, predict the reaction product. The product is: [NH2:22][CH2:21][CH2:20][C@H:19]([N:16]1[CH2:17][CH2:18][CH:13]([NH:7][C:6]2[CH:8]=[CH:9][C:3]([C:2]([F:10])([F:11])[F:1])=[CH:4][CH:5]=2)[CH2:14][CH2:15]1)[CH3:23]. (3) Given the reactants Cl[C:2]1[CH:11]=[CH:10][C:9]2[C:4](=[CH:5][CH:6]=[C:7]([O:12]C)[CH:8]=2)[N:3]=1.[NH:14]1[C:18]([C:19]2[CH:24]=[CH:23][C:22](B(O)O)=[CH:21][CH:20]=2)=[N:17][N:16]=[N:15]1, predict the reaction product. The product is: [NH:17]1[C:18]([C:19]2[CH:24]=[CH:23][C:22]([C:2]3[CH:11]=[CH:10][C:9]4[C:4](=[CH:5][CH:6]=[C:7]([OH:12])[CH:8]=4)[N:3]=3)=[CH:21][CH:20]=2)=[N:14][N:15]=[N:16]1. (4) Given the reactants [C:1]([CH2:3]P(=O)(OCC)OCC)#[N:2].CC([O-])(C)C.[K+].[CH2:18]1[C:21]2([CH2:24][CH2:23][CH2:22]2)[CH2:20][C:19]1=O, predict the reaction product. The product is: [CH2:20]1[C:21]2([CH2:24][CH2:23][CH2:22]2)[CH2:18][C:19]1=[CH:3][C:1]#[N:2]. (5) Given the reactants C(OC([N:8]1[CH2:12][CH2:11][C@H:10]([CH:13]([OH:16])[C:14]#[CH:15])[CH2:9]1)=O)(C)(C)C.CC(OC(/N=N/C(OC(C)C)=O)=O)C.C1C=CC(P(C2C=CC=CC=2)C2C=CC=CC=2)=CC=1.[Cl:50][C:51]1[C:56]([Cl:57])=[CH:55][CH:54]=[C:53]([Cl:58])[C:52]=1O.C1(O)C=CC=CC=1.Cl.CCO, predict the reaction product. The product is: [Cl:50][C:51]1[C:56]([Cl:57])=[CH:55][CH:54]=[C:53]([Cl:58])[C:52]=1[O:16][CH:13]([C@H:10]1[CH2:11][CH2:12][NH:8][CH2:9]1)[C:14]#[CH:15]. (6) The product is: [F:1][C:2]1[CH:3]=[N:4][C:5]2[C:10]([C:11]=1[CH2:12][CH2:13][C:14]13[CH2:21][CH2:20][C:17]([NH:22][CH2:26][C:27]4[C:28](=[O:38])[N:29]([CH3:37])[C:30]5[C:35]([N:36]=4)=[CH:34][CH:33]=[CH:32][CH:31]=5)([CH2:18][CH2:19]1)[CH2:16][O:15]3)=[N:9][C:8]([O:23][CH3:24])=[CH:7][CH:6]=2. Given the reactants [F:1][C:2]1[CH:3]=[N:4][C:5]2[C:10]([C:11]=1[CH2:12][CH2:13][C:14]13[CH2:21][CH2:20][C:17]([NH2:22])([CH2:18][CH2:19]1)[CH2:16][O:15]3)=[N:9][C:8]([O:23][CH3:24])=[CH:7][CH:6]=2.Br[CH2:26][C:27]1[C:28](=[O:38])[N:29]([CH3:37])[C:30]2[C:35]([N:36]=1)=[CH:34][CH:33]=[CH:32][CH:31]=2, predict the reaction product. (7) Given the reactants [CH:1]1([N:4](C2CC2)[CH:5]2[CH2:8][N:7]([C:9]([C:11]3[CH:12]=[C:13]([CH:26]=[CH:27][C:28]=3[F:29])[CH2:14][C:15]3[C:24]4[C:19](=[CH:20][CH:21]=[CH:22][CH:23]=4)[C:18](=[O:25])[NH:17][N:16]=3)=[O:10])[CH2:6]2)[CH2:3][CH2:2]1.[ClH:33], predict the reaction product. The product is: [ClH:33].[CH:1]1([NH:4][CH:5]2[CH2:8][N:7]([C:9]([C:11]3[CH:12]=[C:13]([CH:26]=[CH:27][C:28]=3[F:29])[CH2:14][C:15]3[C:24]4[C:19](=[CH:20][CH:21]=[CH:22][CH:23]=4)[C:18](=[O:25])[NH:17][N:16]=3)=[O:10])[CH2:6]2)[CH2:2][CH2:3]1. (8) Given the reactants C(N(C(C)C)CC)(C)C.[C:10]([C:14]1[N:19]=[C:18]([Cl:20])[C:17]([CH3:21])=[C:16](Cl)[N:15]=1)([CH3:13])([CH3:12])[CH3:11].[NH:23]1[CH2:28][CH2:27][CH:26]([C:29]2[CH:38]=[CH:37][C:36]3[C:31](=[N:32][CH:33]=[CH:34][CH:35]=3)[N:30]=2)[CH2:25][CH2:24]1.N1C2C(=CC=CN=2)C=CC=1.C(=O)(O)[O-].[Na+], predict the reaction product. The product is: [C:10]([C:14]1[N:15]=[C:16]([N:23]2[CH2:24][CH2:25][CH:26]([C:29]3[CH:38]=[CH:37][C:36]4[C:31](=[N:32][CH:33]=[CH:34][CH:35]=4)[N:30]=3)[CH2:27][CH2:28]2)[C:17]([CH3:21])=[C:18]([Cl:20])[N:19]=1)([CH3:11])([CH3:12])[CH3:13]. (9) The product is: [C:1]([C:3]([C:6]1[CH:7]=[C:8]([CH:12]=[CH:13][CH:14]=1)[C:9]([Cl:18])=[O:10])([CH3:5])[CH3:4])#[N:2]. Given the reactants [C:1]([C:3]([C:6]1[CH:7]=[C:8]([CH:12]=[CH:13][CH:14]=1)[C:9](O)=[O:10])([CH3:5])[CH3:4])#[N:2].C(Cl)(=O)C([Cl:18])=O, predict the reaction product.